Dataset: Full USPTO retrosynthesis dataset with 1.9M reactions from patents (1976-2016). Task: Predict the reactants needed to synthesize the given product. (1) The reactants are: [F:1][C:2]1[CH:35]=[C:34]([N+:36]([O-:38])=[O:37])[CH:33]=[CH:32][C:3]=1[O:4][C:5]1[CH:10]=[CH:9][N:8]=[C:7]2[CH:11]=[C:12]([C:14]3[CH:31]=[CH:30][C:17]([CH2:18][NH:19][CH2:20][CH2:21][O:22][CH2:23][CH2:24][O:25][CH2:26][CH2:27][O:28][CH3:29])=[CH:16][CH:15]=3)[S:13][C:6]=12.[C:39](OC(=O)C)(=[O:41])[CH3:40]. Given the product [F:1][C:2]1[CH:35]=[C:34]([N+:36]([O-:38])=[O:37])[CH:33]=[CH:32][C:3]=1[O:4][C:5]1[CH:10]=[CH:9][N:8]=[C:7]2[CH:11]=[C:12]([C:14]3[CH:31]=[CH:30][C:17]([CH2:18][N:19]([CH2:20][CH2:21][O:22][CH2:23][CH2:24][O:25][CH2:26][CH2:27][O:28][CH3:29])[C:39](=[O:41])[CH3:40])=[CH:16][CH:15]=3)[S:13][C:6]=12, predict the reactants needed to synthesize it. (2) Given the product [C:1]12([CH2:11][CH:12]([C:15]3[CH:16]=[CH:17][CH:18]=[CH:19][CH:20]=3)[C:13]#[N:14])[CH2:10][CH:5]3[CH2:6][CH:7]([CH2:9][CH:3]([CH2:4]3)[CH2:2]1)[CH2:8]2, predict the reactants needed to synthesize it. The reactants are: [C:1]12([CH:11]=[C:12]([C:15]3[CH:20]=[CH:19][CH:18]=[CH:17][CH:16]=3)[C:13]#[N:14])[CH2:10][CH:5]3[CH2:6][CH:7]([CH2:9][CH:3]([CH2:4]3)[CH2:2]1)[CH2:8]2. (3) Given the product [CH:22]1([CH2:21][N:11]2[C:12]3[CH2:17][CH2:16][N:15]([C:18](=[O:20])[CH3:19])[CH2:14][C:13]=3[C:9]([NH:8][C:5]3[CH:6]=[CH:7][C:2]([C:29]4[CH:28]=[N:27][N:26]([CH3:25])[CH:30]=4)=[CH:3][CH:4]=3)=[N:10]2)[CH2:24][CH2:23]1, predict the reactants needed to synthesize it. The reactants are: Br[C:2]1[CH:7]=[CH:6][C:5]([NH:8][C:9]2[C:13]3[CH2:14][N:15]([C:18](=[O:20])[CH3:19])[CH2:16][CH2:17][C:12]=3[N:11]([CH2:21][CH:22]3[CH2:24][CH2:23]3)[N:10]=2)=[CH:4][CH:3]=1.[CH3:25][N:26]1[CH:30]=[C:29](B2OC(C)(C)C(C)(C)O2)[CH:28]=[N:27]1.ClCCl.C([O-])([O-])=O.[Na+].[Na+]. (4) The reactants are: [C@@H:1]12[O:8][C@@H:5]([CH2:6][CH2:7]1)[CH2:4][N:3]([C:9]1[CH:10]=[C:11]([NH:15][C:16]3[C:17]4[N:34]=[CH:33][S:32][C:18]=4[N:19]=[C:20]([C:22]4[CH:23]=[C:24]([CH:29]=[CH:30][CH:31]=4)[C:25]([O:27]C)=[O:26])[N:21]=3)[CH:12]=[CH:13][CH:14]=1)[CH2:2]2.[OH-].[Na+]. Given the product [C@@H:5]12[O:8][C@@H:1]([CH2:7][CH2:6]1)[CH2:2][N:3]([C:9]1[CH:10]=[C:11]([NH:15][C:16]3[C:17]4[N:34]=[CH:33][S:32][C:18]=4[N:19]=[C:20]([C:22]4[CH:23]=[C:24]([CH:29]=[CH:30][CH:31]=4)[C:25]([OH:27])=[O:26])[N:21]=3)[CH:12]=[CH:13][CH:14]=1)[CH2:4]2, predict the reactants needed to synthesize it. (5) Given the product [CH3:24][O:23][C:18]1[N:19]=[CH:20][CH:21]=[C:22]2[CH:14]([NH2:13])[CH2:15][O:16][C:17]=12, predict the reactants needed to synthesize it. The reactants are: N1C2OCC(N)C=2C=CN=1.CO[N:13]=[C:14]1[C:22]2[C:17](=[C:18]([O:23][CH3:24])[N:19]=[CH:20][CH:21]=2)[O:16][CH2:15]1. (6) Given the product [CH2:30]([O:32][C:33]([C:34]1[CH:39]=[CH:38][C:37]([C:40]2[N:41]=[CH:2][C:3]3[CH2:12][CH2:11][C@H:10]4[C@H:9]([CH3:13])[C:8]5([CH2:7][CH2:6][C@:5]4([C:18]4[CH:19]=[C:20]([CH:25]=[CH:26][CH:27]=4)[C:21]([O:23][CH3:24])=[O:22])[C:4]=3[N:42]=2)[O:17][CH2:16][CH2:15][O:14]5)=[CH:36][CH:35]=1)=[O:43])[CH3:31], predict the reactants needed to synthesize it. The reactants are: O/[CH:2]=[C:3]1\[C:4](=O)[C@:5]2([C:18]3[CH:19]=[C:20]([CH:25]=[CH:26][CH:27]=3)[C:21]([O:23][CH3:24])=[O:22])[C@@H:10]([CH2:11][CH2:12]\1)[C@H:9]([CH3:13])[C:8]1([O:17][CH2:16][CH2:15][O:14]1)[CH2:7][CH2:6]2.Cl.[CH2:30]([O:32][C:33](=[O:43])[C:34]1[CH:39]=[CH:38][C:37]([C:40](=[NH:42])[NH2:41])=[CH:36][CH:35]=1)[CH3:31].N1CCCCC1. (7) The reactants are: [CH3:1][N:2]1[CH:6]=[C:5]([C:7]2[N:12]=[C:11]([C:13]3[CH:14]=[N:15][N:16]([CH2:18][O:19][CH2:20][CH2:21][Si:22]([CH3:25])([CH3:24])[CH3:23])[CH:17]=3)[N:10]=[C:9]([NH2:26])[CH:8]=2)[CH:4]=[N:3]1.[CH3:27][C:28]([O-])=O.[Na+].ClCC=O.C([O-])(O)=O.[Na+]. Given the product [CH3:1][N:2]1[CH:6]=[C:5]([C:7]2[N:12]=[C:11]([C:13]3[CH:14]=[N:15][N:16]([CH2:18][O:19][CH2:20][CH2:21][Si:22]([CH3:23])([CH3:25])[CH3:24])[CH:17]=3)[N:10]3[CH:27]=[CH:28][N:26]=[C:9]3[CH:8]=2)[CH:4]=[N:3]1, predict the reactants needed to synthesize it. (8) Given the product [CH3:31][C:30]1[CH:29]=[C:28]([CH3:32])[NH:27][C:26](=[O:33])[C:25]=1[CH2:24][NH:23][C:21]([C:11]1[C:12]2[CH:17]=[N:16][N:15]([CH:18]([CH3:20])[CH3:19])[C:13]=2[N:14]=[C:9]([C:6]2[CH:5]=[CH:4][C:3]([CH2:2][N:38]3[CH2:39][CH2:40][N:35]([CH3:34])[CH2:36][CH2:37]3)=[CH:8][CH:7]=2)[CH:10]=1)=[O:22], predict the reactants needed to synthesize it. The reactants are: Br[CH2:2][C:3]1[CH:8]=[CH:7][C:6]([C:9]2[CH:10]=[C:11]([C:21]([NH:23][CH2:24][C:25]3[C:26](=[O:33])[NH:27][C:28]([CH3:32])=[CH:29][C:30]=3[CH3:31])=[O:22])[C:12]3[CH:17]=[N:16][N:15]([CH:18]([CH3:20])[CH3:19])[C:13]=3[N:14]=2)=[CH:5][CH:4]=1.[CH3:34][N:35]1[CH2:40][CH2:39][NH:38][CH2:37][CH2:36]1.O.CCOC(C)=O.